This data is from Catalyst prediction with 721,799 reactions and 888 catalyst types from USPTO. The task is: Predict which catalyst facilitates the given reaction. (1) Reactant: [CH3:1][C:2]1([CH3:26])[CH2:11][C:10]2[C:5](=[CH:6][CH:7]=[C:8]([C:12]([O:14]C)=[O:13])[CH:9]=2)[NH:4][CH:3]1[C:16]1[CH:21]=[CH:20][CH:19]=[C:18]([C:22](=[O:25])[NH:23][CH3:24])[CH:17]=1.[OH-].[Na+].Cl. Product: [CH3:1][C:2]1([CH3:26])[CH2:11][C:10]2[C:5](=[CH:6][CH:7]=[C:8]([C:12]([OH:14])=[O:13])[CH:9]=2)[NH:4][CH:3]1[C:16]1[CH:21]=[CH:20][CH:19]=[C:18]([C:22](=[O:25])[NH:23][CH3:24])[CH:17]=1. The catalyst class is: 24. (2) The catalyst class is: 373. Product: [Br:30][C:12]1[N:13]([CH:16]2[CH2:21][CH2:20][CH2:19][CH2:18][O:17]2)[C:14]2[C:10]([N:11]=1)=[C:9]([NH2:22])[N:8]=[C:7]([O:6][CH:2]([CH3:1])[CH2:3][CH2:4][CH3:5])[N:15]=2. Reactant: [CH3:1][CH:2]([O:6][C:7]1[N:15]=[C:14]2[C:10]([N:11]=[CH:12][N:13]2[CH:16]2[CH2:21][CH2:20][CH2:19][CH2:18][O:17]2)=[C:9]([NH2:22])[N:8]=1)[CH2:3][CH2:4][CH3:5].C1C(=O)N([Br:30])C(=O)C1.